This data is from Full USPTO retrosynthesis dataset with 1.9M reactions from patents (1976-2016). The task is: Predict the reactants needed to synthesize the given product. Given the product [F:74][C:68]1[C:69]([F:73])=[CH:70][CH:71]=[CH:72][C:67]=1[CH2:66][S:65][C:63]1[N:64]=[C:59]([NH:17][S:14]([N:11]2[CH2:12][CH2:13][N:8]([C:6]([O:5][C:2]([CH3:1])([CH3:3])[CH3:4])=[O:7])[CH2:9][CH2:10]2)(=[O:16])=[O:15])[CH:60]=[C:61]([O:75][CH2:76][CH2:77][CH2:78][OH:79])[N:62]=1, predict the reactants needed to synthesize it. The reactants are: [CH3:1][C:2]([O:5][C:6]([N:8]1[CH2:13][CH2:12][N:11]([S:14]([NH2:17])(=[O:16])=[O:15])[CH2:10][CH2:9]1)=[O:7])([CH3:4])[CH3:3].C1(P(C2CCCCC2)C2C=CC=CC=2C2C(C(C)C)=CC(C(C)C)=CC=2C(C)C)CCCCC1.C(=O)([O-])[O-].[Cs+].[Cs+].Cl[C:59]1[N:64]=[C:63]([S:65][CH2:66][C:67]2[CH:72]=[CH:71][CH:70]=[C:69]([F:73])[C:68]=2[F:74])[N:62]=[C:61]([O:75][CH2:76][CH2:77][CH2:78][OH:79])[CH:60]=1.